Dataset: NCI-60 drug combinations with 297,098 pairs across 59 cell lines. Task: Regression. Given two drug SMILES strings and cell line genomic features, predict the synergy score measuring deviation from expected non-interaction effect. (1) Drug 1: CC1C(C(=O)NC(C(=O)N2CCCC2C(=O)N(CC(=O)N(C(C(=O)O1)C(C)C)C)C)C(C)C)NC(=O)C3=C4C(=C(C=C3)C)OC5=C(C(=O)C(=C(C5=N4)C(=O)NC6C(OC(=O)C(N(C(=O)CN(C(=O)C7CCCN7C(=O)C(NC6=O)C(C)C)C)C)C(C)C)C)N)C. Drug 2: C1=NNC2=C1C(=O)NC=N2. Cell line: NCIH23. Synergy scores: CSS=-0.468, Synergy_ZIP=-0.934, Synergy_Bliss=-2.63, Synergy_Loewe=-4.32, Synergy_HSA=-2.97. (2) Drug 1: CN1C2=C(C=C(C=C2)N(CCCl)CCCl)N=C1CCCC(=O)O.Cl. Drug 2: CC1=C(C=C(C=C1)C(=O)NC2=CC(=CC(=C2)C(F)(F)F)N3C=C(N=C3)C)NC4=NC=CC(=N4)C5=CN=CC=C5. Cell line: SK-MEL-28. Synergy scores: CSS=39.2, Synergy_ZIP=-2.85, Synergy_Bliss=0.124, Synergy_Loewe=-1.62, Synergy_HSA=-1.18. (3) Drug 1: CCCS(=O)(=O)NC1=C(C(=C(C=C1)F)C(=O)C2=CNC3=C2C=C(C=N3)C4=CC=C(C=C4)Cl)F. Drug 2: CC12CCC(CC1=CCC3C2CCC4(C3CC=C4C5=CN=CC=C5)C)O. Cell line: OVCAR-4. Synergy scores: CSS=8.11, Synergy_ZIP=-0.657, Synergy_Bliss=2.31, Synergy_Loewe=-3.29, Synergy_HSA=0.0396. (4) Drug 1: CC1=C2C(C(=O)C3(C(CC4C(C3C(C(C2(C)C)(CC1OC(=O)C(C(C5=CC=CC=C5)NC(=O)OC(C)(C)C)O)O)OC(=O)C6=CC=CC=C6)(CO4)OC(=O)C)OC)C)OC. Drug 2: CC1=C(N=C(N=C1N)C(CC(=O)N)NCC(C(=O)N)N)C(=O)NC(C(C2=CN=CN2)OC3C(C(C(C(O3)CO)O)O)OC4C(C(C(C(O4)CO)O)OC(=O)N)O)C(=O)NC(C)C(C(C)C(=O)NC(C(C)O)C(=O)NCCC5=NC(=CS5)C6=NC(=CS6)C(=O)NCCC[S+](C)C)O. Cell line: HCT-15. Synergy scores: CSS=69.7, Synergy_ZIP=19.5, Synergy_Bliss=16.8, Synergy_Loewe=5.31, Synergy_HSA=20.3.